Predict the reaction yield, written as a fraction of the theoretical maximum amount of product (1.0 means a 100% yield; for example, 0.34 means a 34% yield). From a dataset of Reaction yield outcomes from USPTO patents with 853,638 reactions. (1) The reactants are Br[C:2]1[S:6][C:5]([C:7]2[N:11]3[N:12]=[C:13]([CH3:21])[CH:14]=[C:15]([CH:16]([CH2:19][CH3:20])[CH2:17][CH3:18])[C:10]3=[N:9][C:8]=2[CH3:22])=[C:4]([O:23][CH3:24])[CH:3]=1.[Br-].[CH3:26][C:27]1[N:32]=[C:31]([Zn+])[CH:30]=[CH:29][CH:28]=1.C1COCC1. The catalyst is CCOC(C)=O.C1C=CC(P(C2C=CC=CC=2)[C-]2C=CC=C2)=CC=1.C1C=CC(P(C2C=CC=CC=2)[C-]2C=CC=C2)=CC=1.Cl[Pd]Cl.[Fe+2]. The product is [CH2:17]([CH:16]([C:15]1[C:10]2[N:11]([C:7]([C:5]3[S:6][C:2]([C:31]4[CH:30]=[CH:29][CH:28]=[C:27]([CH3:26])[N:32]=4)=[CH:3][C:4]=3[O:23][CH3:24])=[C:8]([CH3:22])[N:9]=2)[N:12]=[C:13]([CH3:21])[CH:14]=1)[CH2:19][CH3:20])[CH3:18]. The yield is 0.310. (2) The reactants are C(OC([N:8]1[CH2:13][CH2:12][CH:11]([NH:14][CH2:15][C:16]2[CH:21]=[CH:20][C:19]([Cl:22])=[CH:18][CH:17]=2)[CH2:10][CH2:9]1)=O)(C)(C)C.[CH:23](=O)[CH3:24].[BH-](OC(C)=O)(OC(C)=O)OC(C)=O.[Na+]. The catalyst is C(Cl)Cl.CC(O)=O. The product is [Cl:22][C:19]1[CH:18]=[CH:17][C:16]([CH2:15][N:14]([CH2:23][CH3:24])[CH:11]2[CH2:10][CH2:9][NH:8][CH2:13][CH2:12]2)=[CH:21][CH:20]=1. The yield is 0.400. (3) The yield is 0.300. The catalyst is CC(C)=O. The reactants are [C:1]([C:3]1[CH:8]=[CH:7][C:6]([NH:9][C:10]2[N:15]=[CH:14][CH:13]=[CH:12][N:11]=2)=[CH:5][C:4]=1[OH:16])#[N:2].C([O-])([O-])=O.[Cs+].[Cs+].Br[CH2:24][CH:25]=[C:26]([CH3:28])[CH3:27]. The product is [C:1]([C:3]1[CH:8]=[CH:7][C:6]([NH:9][C:10]2[N:11]=[CH:12][CH:13]=[CH:14][N:15]=2)=[CH:5][C:4]=1[O:16][CH2:24][CH:25]=[C:26]([CH3:28])[CH3:27])#[N:2]. (4) The reactants are [NH2:1][C@@H:2]([CH3:21])[CH2:3][O:4][C:5]1[CH:20]=[CH:19][C:8]([C:9]([O:11][CH2:12][C:13]2[CH:18]=[CH:17][CH:16]=[CH:15][CH:14]=2)=[O:10])=[CH:7][CH:6]=1.[N+:22]([C:25]1[CH:32]=[CH:31][CH:30]=[CH:29][C:26]=1[CH:27]=O)([O-:24])=[O:23].[BH3-]C#N.[Na+]. The catalyst is CO.CC(O)=O. The product is [N+:22]([C:25]1[CH:32]=[CH:31][CH:30]=[CH:29][C:26]=1[CH2:27][NH:1][C@@H:2]([CH3:21])[CH2:3][O:4][C:5]1[CH:20]=[CH:19][C:8]([C:9]([O:11][CH2:12][C:13]2[CH:14]=[CH:15][CH:16]=[CH:17][CH:18]=2)=[O:10])=[CH:7][CH:6]=1)([O-:24])=[O:23]. The yield is 0.420. (5) The reactants are [Cl:1][C:2]1[CH:7]=[CH:6][CH:5]=[C:4]([Cl:8])[C:3]=1[N:9]=[C:10]=S.[CH2:12]([O:14][C:15](=[O:32])[C:16]([C:21]1[CH:26]=[CH:25][C:24]([NH2:27])=[C:23]([NH:28][CH3:29])[C:22]=1[C:30]#[N:31])([CH3:20])[C:17](=[O:19])[CH3:18])[CH3:13]. The catalyst is C1COCC1. The product is [CH2:12]([O:14][C:15](=[O:32])[C:16]([C:21]1[CH:26]=[CH:25][C:24]2[N:27]=[C:10]([NH:9][C:3]3[C:2]([Cl:1])=[CH:7][CH:6]=[CH:5][C:4]=3[Cl:8])[N:28]([CH3:29])[C:23]=2[C:22]=1[C:30]#[N:31])([CH3:20])[C:17](=[O:19])[CH3:18])[CH3:13]. The yield is 0.540. (6) The reactants are [Br:1][C:2]1[CH:3]=[CH:4][CH:5]=[C:6]2[C:11]=1[N:10]=[C:9](Cl)[N:8]=[C:7]2[OH:13].[CH3:14][C:15]([NH2:18])([CH3:17])[CH3:16]. The catalyst is C(Cl)Cl.CO. The product is [Br:1][C:2]1[CH:3]=[CH:4][CH:5]=[C:6]2[C:11]=1[N:10]=[C:9]([NH:18][C:15]([CH3:17])([CH3:16])[CH3:14])[NH:8][C:7]2=[O:13]. The yield is 0.560. (7) The reactants are [CH3:1][N:2]1[C:6]([CH2:7][OH:8])=[CH:5][C:4]([C:9]2[CH:14]=[CH:13][CH:12]=[CH:11][CH:10]=2)=[N:3]1.[Br:15]N1C(=O)CCC1=O. The catalyst is C(#N)C.[O-2].[O-2].[Mn+4]. The product is [Br:15][C:5]1[C:4]([C:9]2[CH:14]=[CH:13][CH:12]=[CH:11][CH:10]=2)=[N:3][N:2]([CH3:1])[C:6]=1[CH:7]=[O:8]. The yield is 0.630. (8) The reactants are [C:1]([C:5]1[C:6](=[O:16])[C:7](=[O:15])[CH:8]=[C:9]([C:11]([CH3:14])([CH3:13])[CH3:12])[CH:10]=1)([CH3:4])([CH3:3])[CH3:2].[N+:17]([O-])([OH:19])=[O:18].O. The catalyst is C(O)(=O)C. The product is [C:11]([C:9]1[CH:10]=[C:5]([C:1]([CH3:4])([CH3:2])[CH3:3])[C:6](=[O:16])[C:7](=[O:15])[C:8]=1[N+:17]([O-:19])=[O:18])([CH3:14])([CH3:13])[CH3:12]. The yield is 0.240. (9) The reactants are Br[C:2]1[CH:3]=[C:4]([S:9]([O:12][NH:13][CH3:14])(=[O:11])=[O:10])[CH:5]=[C:6]([Br:8])[CH:7]=1.[CH3:15][N:16](C=O)C.[NH4+].[OH-]. The catalyst is [C-]#N.[C-]#N.[Zn+2].C1C=CC([P]([Pd]([P](C2C=CC=CC=2)(C2C=CC=CC=2)C2C=CC=CC=2)([P](C2C=CC=CC=2)(C2C=CC=CC=2)C2C=CC=CC=2)[P](C2C=CC=CC=2)(C2C=CC=CC=2)C2C=CC=CC=2)(C2C=CC=CC=2)C2C=CC=CC=2)=CC=1.[Pd].CCOC(C)=O. The product is [Br:8][C:6]1[CH:7]=[C:2]([CH:3]=[C:4]([S:9]([O:12][NH:13][CH3:14])(=[O:11])=[O:10])[CH:5]=1)[C:15]#[N:16]. The yield is 0.310. (10) The reactants are [CH3:1][O:2][C:3](=[O:25])[C:4]1[CH:9]=[CH:8][C:7]([CH:10]=[C:11]([C:23]#[N:24])[C:12]2[CH:17]=[CH:16][C:15]([O:18][C:19]([F:22])([F:21])[F:20])=[CH:14][CH:13]=2)=[CH:6][CH:5]=1.[BH4-]. The catalyst is C1COCC1. The product is [CH3:1][O:2][C:3](=[O:25])[C:4]1[CH:9]=[CH:8][C:7]([CH2:10][CH:11]([C:23]#[N:24])[C:12]2[CH:17]=[CH:16][C:15]([O:18][C:19]([F:20])([F:22])[F:21])=[CH:14][CH:13]=2)=[CH:6][CH:5]=1. The yield is 0.970.